From a dataset of NCI-60 drug combinations with 297,098 pairs across 59 cell lines. Regression. Given two drug SMILES strings and cell line genomic features, predict the synergy score measuring deviation from expected non-interaction effect. (1) Drug 1: C1=C(C(=O)NC(=O)N1)N(CCCl)CCCl. Drug 2: C1CCC(C(C1)N)N.C(=O)(C(=O)[O-])[O-].[Pt+4]. Cell line: U251. Synergy scores: CSS=29.3, Synergy_ZIP=-0.0557, Synergy_Bliss=1.28, Synergy_Loewe=3.46, Synergy_HSA=3.49. (2) Drug 1: C1=CC(=CC=C1CCC2=CNC3=C2C(=O)NC(=N3)N)C(=O)NC(CCC(=O)O)C(=O)O. Drug 2: C1C(C(OC1N2C=NC3=C2NC=NCC3O)CO)O. Cell line: MOLT-4. Synergy scores: CSS=62.2, Synergy_ZIP=0.472, Synergy_Bliss=0.112, Synergy_Loewe=-14.7, Synergy_HSA=0.253. (3) Drug 1: CC1=C2C(C(=O)C3(C(CC4C(C3C(C(C2(C)C)(CC1OC(=O)C(C(C5=CC=CC=C5)NC(=O)OC(C)(C)C)O)O)OC(=O)C6=CC=CC=C6)(CO4)OC(=O)C)OC)C)OC. Drug 2: C(CCl)NC(=O)N(CCCl)N=O. Cell line: HS 578T. Synergy scores: CSS=45.2, Synergy_ZIP=0.744, Synergy_Bliss=-0.505, Synergy_Loewe=-14.4, Synergy_HSA=0.460. (4) Drug 1: C1=NC(=NC(=O)N1C2C(C(C(O2)CO)O)O)N. Drug 2: CN1C2=C(C=C(C=C2)N(CCCl)CCCl)N=C1CCCC(=O)O.Cl. Cell line: HCC-2998. Synergy scores: CSS=25.5, Synergy_ZIP=-4.43, Synergy_Bliss=-1.64, Synergy_Loewe=-8.53, Synergy_HSA=-0.376. (5) Drug 1: C1CN1C2=NC(=NC(=N2)N3CC3)N4CC4. Drug 2: CC1C(C(CC(O1)OC2CC(OC(C2O)C)OC3=CC4=CC5=C(C(=O)C(C(C5)C(C(=O)C(C(C)O)O)OC)OC6CC(C(C(O6)C)O)OC7CC(C(C(O7)C)O)OC8CC(C(C(O8)C)O)(C)O)C(=C4C(=C3C)O)O)O)O. Cell line: SNB-75. Synergy scores: CSS=66.6, Synergy_ZIP=-3.38, Synergy_Bliss=-0.478, Synergy_Loewe=-2.88, Synergy_HSA=-1.13. (6) Drug 1: C1=NC2=C(N1)C(=S)N=C(N2)N. Drug 2: CN(CCCl)CCCl.Cl. Cell line: SK-MEL-2. Synergy scores: CSS=15.3, Synergy_ZIP=-4.29, Synergy_Bliss=2.37, Synergy_Loewe=-3.21, Synergy_HSA=-2.63. (7) Drug 1: C1CCN(CC1)CCOC2=CC=C(C=C2)C(=O)C3=C(SC4=C3C=CC(=C4)O)C5=CC=C(C=C5)O. Drug 2: CC1=C(C(=O)C2=C(C1=O)N3CC4C(C3(C2COC(=O)N)OC)N4)N. Cell line: SF-539. Synergy scores: CSS=26.3, Synergy_ZIP=-5.28, Synergy_Bliss=0.389, Synergy_Loewe=-15.8, Synergy_HSA=1.91.